This data is from NCI-60 drug combinations with 297,098 pairs across 59 cell lines. The task is: Regression. Given two drug SMILES strings and cell line genomic features, predict the synergy score measuring deviation from expected non-interaction effect. (1) Drug 1: CCCS(=O)(=O)NC1=C(C(=C(C=C1)F)C(=O)C2=CNC3=C2C=C(C=N3)C4=CC=C(C=C4)Cl)F. Drug 2: C1CN(P(=O)(OC1)NCCCl)CCCl. Cell line: SF-539. Synergy scores: CSS=-0.125, Synergy_ZIP=-0.301, Synergy_Bliss=-0.0954, Synergy_Loewe=-2.79, Synergy_HSA=-1.05. (2) Cell line: MOLT-4. Drug 2: CCC1(C2=C(COC1=O)C(=O)N3CC4=CC5=C(C=CC(=C5CN(C)C)O)N=C4C3=C2)O.Cl. Drug 1: CCC1=CC2CC(C3=C(CN(C2)C1)C4=CC=CC=C4N3)(C5=C(C=C6C(=C5)C78CCN9C7C(C=CC9)(C(C(C8N6C)(C(=O)OC)O)OC(=O)C)CC)OC)C(=O)OC.C(C(C(=O)O)O)(C(=O)O)O. Synergy scores: CSS=97.3, Synergy_ZIP=-1.11, Synergy_Bliss=-1.40, Synergy_Loewe=-1.24, Synergy_HSA=1.87. (3) Drug 1: CC1=CC2C(CCC3(C2CCC3(C(=O)C)OC(=O)C)C)C4(C1=CC(=O)CC4)C. Drug 2: C(CN)CNCCSP(=O)(O)O. Cell line: HCT-15. Synergy scores: CSS=6.04, Synergy_ZIP=2.30, Synergy_Bliss=5.61, Synergy_Loewe=3.20, Synergy_HSA=2.54. (4) Drug 2: C1CN1C2=NC(=NC(=N2)N3CC3)N4CC4. Synergy scores: CSS=14.6, Synergy_ZIP=-2.14, Synergy_Bliss=0.0515, Synergy_Loewe=-8.97, Synergy_HSA=-1.92. Drug 1: CC1=C(C=C(C=C1)NC(=O)C2=CC=C(C=C2)CN3CCN(CC3)C)NC4=NC=CC(=N4)C5=CN=CC=C5. Cell line: IGROV1. (5) Drug 1: CN1CCC(CC1)COC2=C(C=C3C(=C2)N=CN=C3NC4=C(C=C(C=C4)Br)F)OC. Drug 2: CC1C(C(CC(O1)OC2CC(OC(C2O)C)OC3=CC4=CC5=C(C(=O)C(C(C5)C(C(=O)C(C(C)O)O)OC)OC6CC(C(C(O6)C)O)OC7CC(C(C(O7)C)O)OC8CC(C(C(O8)C)O)(C)O)C(=C4C(=C3C)O)O)O)O. Cell line: HL-60(TB). Synergy scores: CSS=-16.2, Synergy_ZIP=3.79, Synergy_Bliss=-10.2, Synergy_Loewe=-14.9, Synergy_HSA=-17.8. (6) Drug 1: C1=NNC2=C1C(=O)NC=N2. Drug 2: C1CC(=O)NC(=O)C1N2C(=O)C3=CC=CC=C3C2=O. Cell line: A498. Synergy scores: CSS=7.77, Synergy_ZIP=1.83, Synergy_Bliss=-1.38, Synergy_Loewe=0.217, Synergy_HSA=0.703. (7) Drug 1: COC1=C(C=C2C(=C1)N=CN=C2NC3=CC(=C(C=C3)F)Cl)OCCCN4CCOCC4. Drug 2: C1=NNC2=C1C(=O)NC=N2. Cell line: SK-MEL-5. Synergy scores: CSS=30.4, Synergy_ZIP=-2.47, Synergy_Bliss=5.99, Synergy_Loewe=-53.9, Synergy_HSA=2.50. (8) Drug 1: CN1C2=C(C=C(C=C2)N(CCCl)CCCl)N=C1CCCC(=O)O.Cl. Drug 2: C1=NC2=C(N=C(N=C2N1C3C(C(C(O3)CO)O)F)Cl)N. Synergy scores: CSS=49.2, Synergy_ZIP=-4.28, Synergy_Bliss=-8.28, Synergy_Loewe=-7.83, Synergy_HSA=-8.84. Cell line: OVCAR-5. (9) Drug 1: C1CN1C2=NC(=NC(=N2)N3CC3)N4CC4. Drug 2: CC1=C(C(=O)C2=C(C1=O)N3CC4C(C3(C2COC(=O)N)OC)N4)N. Cell line: MDA-MB-231. Synergy scores: CSS=17.4, Synergy_ZIP=-10.4, Synergy_Bliss=-6.81, Synergy_Loewe=-2.48, Synergy_HSA=-1.64. (10) Drug 1: CC1OCC2C(O1)C(C(C(O2)OC3C4COC(=O)C4C(C5=CC6=C(C=C35)OCO6)C7=CC(=C(C(=C7)OC)O)OC)O)O. Drug 2: COCCOC1=C(C=C2C(=C1)C(=NC=N2)NC3=CC=CC(=C3)C#C)OCCOC.Cl. Cell line: SK-MEL-5. Synergy scores: CSS=22.9, Synergy_ZIP=-5.86, Synergy_Bliss=-1.90, Synergy_Loewe=-1.41, Synergy_HSA=-0.996.